Dataset: Forward reaction prediction with 1.9M reactions from USPTO patents (1976-2016). Task: Predict the product of the given reaction. (1) Given the reactants [O:1]=[C:2]([NH:19][C:20]1[CH:25]=[CH:24][CH:23]=[C:22]([C:26]([F:29])([F:28])[F:27])[CH:21]=1)[CH2:3][NH:4][C:5]([C@@H:7]1[CH2:11][CH2:10][N:9](C(OC(C)(C)C)=O)[CH2:8]1)=[O:6].[ClH:30].O1CCOCC1, predict the reaction product. The product is: [ClH:30].[O:1]=[C:2]([NH:19][C:20]1[CH:25]=[CH:24][CH:23]=[C:22]([C:26]([F:29])([F:27])[F:28])[CH:21]=1)[CH2:3][NH:4][C:5]([C@@H:7]1[CH2:11][CH2:10][NH:9][CH2:8]1)=[O:6]. (2) Given the reactants [C:1]1([C:7]2[CH:8]=[CH:9][C:10]3[NH:11][C:12]4[C:17]([C:18]=3[CH:19]=2)=[CH:16][CH:15]=[CH:14][CH:13]=4)[CH:6]=[CH:5][CH:4]=[CH:3][CH:2]=1.I[C:21]1[CH:30]=[CH:29][CH:28]=[CH:27][C:22]=1[C:23]([O:25][CH3:26])=[O:24].C(=O)([O-])[O-].[K+].[K+].C1OCCOCCOCCOCCOCCOC1, predict the reaction product. The product is: [C:1]1([C:7]2[CH:8]=[C:9]([C:21]3[CH:30]=[CH:29][CH:28]=[CH:27][C:22]=3[C:23]([O:25][CH3:26])=[O:24])[C:10]3[NH:11][C:12]4[C:17]([C:18]=3[CH:19]=2)=[CH:16][CH:15]=[CH:14][CH:13]=4)[CH:2]=[CH:3][CH:4]=[CH:5][CH:6]=1. (3) Given the reactants [C:1]([O:5][C:6]([NH:8][CH2:9][CH2:10][N:11]1[C:15]([C:16]([O:18][CH2:19][CH3:20])=[O:17])=[CH:14][C:13]([OH:21])=[N:12]1)=[O:7])([CH3:4])([CH3:3])[CH3:2].[F:22][C:23]1[CH:24]=[C:25]([CH:28]=[CH:29][CH:30]=1)[CH2:26]Br, predict the reaction product. The product is: [C:1]([O:5][C:6]([NH:8][CH2:9][CH2:10][N:11]1[C:15]([C:16]([O:18][CH2:19][CH3:20])=[O:17])=[CH:14][C:13]([O:21][CH2:26][C:25]2[CH:28]=[CH:29][CH:30]=[C:23]([F:22])[CH:24]=2)=[N:12]1)=[O:7])([CH3:4])([CH3:3])[CH3:2]. (4) Given the reactants [CH3:1][O:2][C:3]1[CH:17]=[CH:16][C:6]([CH2:7][N:8]2[C:12](=[O:13])[CH2:11][NH:10][S:9]2(=[O:15])=[O:14])=[CH:5][CH:4]=1.O[C:19]1[CH:24]=[CH:23][N:22]=[CH:21][CH:20]=1.[C:25]1(P(C2C=CC=CC=2)C2C=CC=CC=2)C=CC=CC=1.N(C(OCC)=O)=NC(OCC)=O, predict the reaction product. The product is: [CH3:1][O:2][C:3]1[CH:4]=[CH:5][C:6]([CH2:7][N:8]2[C:12](=[O:13])[CH2:11][N:10]([CH2:25][C:19]3[CH:24]=[CH:23][N:22]=[CH:21][CH:20]=3)[S:9]2(=[O:15])=[O:14])=[CH:16][CH:17]=1. (5) Given the reactants [OH:1][C:2]1[CH:3]=[C:4]([CH2:8][CH2:9][CH2:10][N:11]2[C:19](=[O:20])[C:18]3[C:13](=[CH:14][CH:15]=[CH:16][CH:17]=3)[C:12]2=[O:21])[CH:5]=[CH:6][CH:7]=1.[Si:22]([O:29][CH2:30][CH2:31][CH2:32][CH2:33][CH2:34]O)([C:25]([CH3:28])([CH3:27])[CH3:26])([CH3:24])[CH3:23], predict the reaction product. The product is: [Si:22]([O:29][CH2:30][CH2:31][CH2:32][CH2:33][CH2:34][O:1][C:2]1[CH:3]=[C:4]([CH2:8][CH2:9][CH2:10][N:11]2[C:19](=[O:20])[C:18]3[C:13](=[CH:14][CH:15]=[CH:16][CH:17]=3)[C:12]2=[O:21])[CH:5]=[CH:6][CH:7]=1)([C:25]([CH3:26])([CH3:27])[CH3:28])([CH3:23])[CH3:24]. (6) The product is: [CH3:1][CH:2]1[C:10]2[C:5](=[CH:6][CH:7]=[C:8]([C:11]3[CH:12]=[N:13][N:14]([CH3:16])[CH:15]=3)[CH:9]=2)[N:4]([C:18]2[C:22]3[CH2:23][N:24]([C:27](=[O:29])[CH3:28])[CH2:25][CH2:26][C:21]=3[N:20]([C@H:30]3[CH2:34][CH2:33][O:32][CH2:31]3)[N:19]=2)[CH2:3]1. Given the reactants [CH3:1][CH:2]1[C:10]2[C:5](=[CH:6][CH:7]=[C:8]([C:11]3[CH:12]=[N:13][N:14]([CH3:16])[CH:15]=3)[CH:9]=2)[NH:4][CH2:3]1.Br[C:18]1[C:22]2[CH2:23][N:24]([C:27](=[O:29])[CH3:28])[CH2:25][CH2:26][C:21]=2[N:20]([CH:30]2[CH2:34][CH2:33][O:32][CH2:31]2)[N:19]=1.BrC1C=C2C(=CC=1)N(C1C3CN(C(=O)C)CCC=3N([C@H]3CCOC3)N=1)CC(O[Si](C(C)(C)C)(C)C)C2.C(O[Na])(C)(C)C.COC(C)(C)C.C1(P(C2CCCCC2)C2C=CC=CC=2C2C(OC(C)C)=CC=CC=2OC(C)C)CCCCC1, predict the reaction product. (7) Given the reactants C(OC(=O)C1(C)C(C(C#CCC2C=CC=CC=2)N2CC3C=CC=CC=3N[SH2]2)=CC(=O)CC1=O)(C)(C)C.C([O:41][C:42](=[O:73])[C:43]1[CH:48]=[CH:47][C:46]([CH2:49][N:50]2[C:55](=[O:56])[NH:54][C:53]3[CH:57]=[CH:58][C:59]([C:61]#[C:62][CH2:63][CH2:64][C:65]4[CH:70]=[CH:69][CH:68]=[CH:67][CH:66]=4)=[CH:60][C:52]=3[S:51]2(=[O:72])=[O:71])=[CH:45][CH:44]=1)(C)(C)C, predict the reaction product. The product is: [O:72]=[S:51]1(=[O:71])[C:52]2[CH:60]=[C:59]([C:61]#[C:62][CH2:63][CH2:64][C:65]3[CH:70]=[CH:69][CH:68]=[CH:67][CH:66]=3)[CH:58]=[CH:57][C:53]=2[NH:54][C:55](=[O:56])[N:50]1[CH2:49][C:46]1[CH:45]=[CH:44][C:43]([C:42]([OH:73])=[O:41])=[CH:48][CH:47]=1. (8) Given the reactants [F:1][C:2]1[CH:3]=[N:4][C:5]([C@@H:8]([NH:10][C:11](=[O:13])C)[CH3:9])=[N:6][CH:7]=1.[CH3:14][C:15]([O:18]C(OC([O:18][C:15]([CH3:17])([CH3:16])[CH3:14])=O)=O)([CH3:17])[CH3:16].O.[OH-].[Li+].O, predict the reaction product. The product is: [C:15]([O:18][C:11](=[O:13])[NH:10][C@H:8]([C:5]1[N:4]=[CH:3][C:2]([F:1])=[CH:7][N:6]=1)[CH3:9])([CH3:17])([CH3:16])[CH3:14].